Dataset: Catalyst prediction with 721,799 reactions and 888 catalyst types from USPTO. Task: Predict which catalyst facilitates the given reaction. Reactant: [N:1]1[CH:6]=[CH:5][CH:4]=[C:3]([C@H:7]2[CH2:12][CH2:11][CH2:10][C@H:9]([N:13]3C(=O)C4=CC=CC=C4C3=O)[CH2:8]2)[CH:2]=1. Product: [N:1]1[CH:6]=[CH:5][CH:4]=[C:3]([C@H:7]2[CH2:12][CH2:11][CH2:10][C@H:9]([NH2:13])[CH2:8]2)[CH:2]=1. The catalyst class is: 14.